Dataset: NCI-60 drug combinations with 297,098 pairs across 59 cell lines. Task: Regression. Given two drug SMILES strings and cell line genomic features, predict the synergy score measuring deviation from expected non-interaction effect. (1) Drug 1: CC1=C(C(=CC=C1)Cl)NC(=O)C2=CN=C(S2)NC3=CC(=NC(=N3)C)N4CCN(CC4)CCO. Drug 2: CNC(=O)C1=NC=CC(=C1)OC2=CC=C(C=C2)NC(=O)NC3=CC(=C(C=C3)Cl)C(F)(F)F. Cell line: NCIH23. Synergy scores: CSS=60.2, Synergy_ZIP=2.00, Synergy_Bliss=3.64, Synergy_Loewe=-0.471, Synergy_HSA=10.00. (2) Drug 1: C1=C(C(=O)NC(=O)N1)F. Drug 2: CS(=O)(=O)OCCCCOS(=O)(=O)C. Cell line: HCC-2998. Synergy scores: CSS=20.8, Synergy_ZIP=-5.06, Synergy_Bliss=-9.55, Synergy_Loewe=-11.6, Synergy_HSA=-9.52. (3) Drug 1: CC1=C2C(C(=O)C3(C(CC4C(C3C(C(C2(C)C)(CC1OC(=O)C(C(C5=CC=CC=C5)NC(=O)OC(C)(C)C)O)O)OC(=O)C6=CC=CC=C6)(CO4)OC(=O)C)OC)C)OC. Drug 2: CC1CCC2CC(C(=CC=CC=CC(CC(C(=O)C(C(C(=CC(C(=O)CC(OC(=O)C3CCCCN3C(=O)C(=O)C1(O2)O)C(C)CC4CCC(C(C4)OC)O)C)C)O)OC)C)C)C)OC. Cell line: UO-31. Synergy scores: CSS=61.4, Synergy_ZIP=11.9, Synergy_Bliss=11.3, Synergy_Loewe=15.8, Synergy_HSA=18.4. (4) Drug 1: CC12CCC3C(C1CCC2O)C(CC4=C3C=CC(=C4)O)CCCCCCCCCS(=O)CCCC(C(F)(F)F)(F)F. Drug 2: C1=NC2=C(N=C(N=C2N1C3C(C(C(O3)CO)O)F)Cl)N. Cell line: MDA-MB-435. Synergy scores: CSS=4.27, Synergy_ZIP=-0.779, Synergy_Bliss=0.357, Synergy_Loewe=-5.29, Synergy_HSA=-1.11. (5) Drug 1: C1CCN(CC1)CCOC2=CC=C(C=C2)C(=O)C3=C(SC4=C3C=CC(=C4)O)C5=CC=C(C=C5)O. Drug 2: C1=NC2=C(N1)C(=S)N=C(N2)N. Cell line: SF-268. Synergy scores: CSS=14.6, Synergy_ZIP=-1.96, Synergy_Bliss=-0.624, Synergy_Loewe=-2.79, Synergy_HSA=-1.57. (6) Drug 1: C1=CC=C(C=C1)NC(=O)CCCCCCC(=O)NO. Drug 2: CC(C)NC(=O)C1=CC=C(C=C1)CNNC.Cl. Cell line: SF-539. Synergy scores: CSS=24.3, Synergy_ZIP=-9.28, Synergy_Bliss=-2.29, Synergy_Loewe=-6.63, Synergy_HSA=1.13. (7) Drug 1: C1CN1P(=S)(N2CC2)N3CC3. Drug 2: CCCCCOC(=O)NC1=NC(=O)N(C=C1F)C2C(C(C(O2)C)O)O. Cell line: COLO 205. Synergy scores: CSS=10.6, Synergy_ZIP=-3.01, Synergy_Bliss=-0.743, Synergy_Loewe=-9.45, Synergy_HSA=-2.74. (8) Drug 1: C1=C(C(=O)NC(=O)N1)N(CCCl)CCCl. Drug 2: CC1C(C(CC(O1)OC2CC(OC(C2O)C)OC3=CC4=CC5=C(C(=O)C(C(C5)C(C(=O)C(C(C)O)O)OC)OC6CC(C(C(O6)C)O)OC7CC(C(C(O7)C)O)OC8CC(C(C(O8)C)O)(C)O)C(=C4C(=C3C)O)O)O)O. Cell line: NCIH23. Synergy scores: CSS=22.0, Synergy_ZIP=3.67, Synergy_Bliss=4.82, Synergy_Loewe=4.56, Synergy_HSA=4.53. (9) Drug 1: C1=NC2=C(N=C(N=C2N1C3C(C(C(O3)CO)O)O)F)N. Drug 2: C1=CC=C(C=C1)NC(=O)CCCCCCC(=O)NO. Cell line: SF-268. Synergy scores: CSS=7.83, Synergy_ZIP=5.18, Synergy_Bliss=-0.219, Synergy_Loewe=-12.9, Synergy_HSA=-2.98. (10) Drug 1: CCC1=C2CN3C(=CC4=C(C3=O)COC(=O)C4(CC)O)C2=NC5=C1C=C(C=C5)O. Drug 2: C1CC(=O)NC(=O)C1N2C(=O)C3=CC=CC=C3C2=O. Cell line: CAKI-1. Synergy scores: CSS=17.6, Synergy_ZIP=-5.71, Synergy_Bliss=4.77, Synergy_Loewe=-24.4, Synergy_HSA=1.48.